From a dataset of Full USPTO retrosynthesis dataset with 1.9M reactions from patents (1976-2016). Predict the reactants needed to synthesize the given product. (1) Given the product [F:1][C:2]1[C:7]([F:8])=[CH:6][CH:5]=[CH:4][C:3]=1[C:9]1[N:17]=[C:12]2[CH:13]=[N:14][N:15]([CH2:19][C:20]3[O:24][N:23]=[C:22]([C:25]4[CH:30]=[CH:29][C:28]([O:31][CH2:32][CH2:33][CH2:34][F:35])=[CH:27][CH:26]=4)[CH:21]=3)[CH:16]=[C:11]2[N:10]=1, predict the reactants needed to synthesize it. The reactants are: [F:1][C:2]1[C:7]([F:8])=[CH:6][CH:5]=[CH:4][C:3]=1[C:9]1[N:17]=[C:12]2[CH:13]=[N:14][NH:15][CH:16]=[C:11]2[N:10]=1.Cl[CH2:19][C:20]1[O:24][N:23]=[C:22]([C:25]2[CH:30]=[CH:29][C:28]([O:31][CH2:32][CH2:33][CH2:34][F:35])=[CH:27][CH:26]=2)[CH:21]=1. (2) Given the product [CH3:33][Si:32]([CH3:35])([CH3:34])[C:22]1[CH:23]=[C:24]([C:27]([F:28])([F:29])[F:30])[CH:25]=[CH:26][C:21]=1[O:20][CH:15]1[CH2:16][CH2:17][CH2:18][CH2:19][O:14]1, predict the reactants needed to synthesize it. The reactants are: CN(C)CCN(C)C.C([Li])CCC.[O:14]1[CH2:19][CH2:18][CH2:17][CH2:16][CH:15]1[O:20][C:21]1[CH:26]=[CH:25][C:24]([C:27]([F:30])([F:29])[F:28])=[CH:23][CH:22]=1.Cl[Si:32]([CH3:35])([CH3:34])[CH3:33]. (3) Given the product [OH:1][CH2:2][C:3]1[CH:4]=[C:5]([C:14]([OH:16])=[O:15])[CH:6]=[C:7]([CH:13]=1)[C:8]([OH:10])=[O:9], predict the reactants needed to synthesize it. The reactants are: [OH:1][CH2:2][C:3]1[CH:4]=[C:5]([C:14]([O:16]CC)=[O:15])[CH:6]=[C:7]([CH:13]=1)[C:8]([O:10]CC)=[O:9].[OH-].[Na+]. (4) Given the product [CH3:7][O:6][C:4](=[O:5])[CH2:3][C@@H:2]([NH2:1])[C:8]1[CH:13]=[CH:12][CH:11]=[CH:10][CH:9]=1, predict the reactants needed to synthesize it. The reactants are: [NH2:1][C@@H:2]([C:8]1[CH:13]=[CH:12][C:11](F)=[CH:10][CH:9]=1)[CH2:3][C:4]([O:6][CH3:7])=[O:5].COC(=O)C[C@@H](NC(OC(C)(C)C)=O)C1C=CC=CC=1. (5) Given the product [OH:20][CH:19]([C:15]1[CH:14]=[N:13][CH:18]=[CH:17][CH:16]=1)[C:2](=[CH2:3])[C:1]([O:5][C:6]1[CH:11]=[CH:10][C:9]([Cl:12])=[CH:8][CH:7]=1)=[O:4], predict the reactants needed to synthesize it. The reactants are: [C:1]([O:5][C:6]1[CH:11]=[CH:10][C:9]([Cl:12])=[CH:8][CH:7]=1)(=[O:4])[CH:2]=[CH2:3].[N:13]1[CH:18]=[CH:17][CH:16]=[C:15]([CH:19]=[O:20])[CH:14]=1.C1N2CCN(CC2)C1. (6) Given the product [S:15]([C:11]1[CH:10]=[C:9]([C:6]2[CH:7]=[CH:8][C:3]([CH2:2][S:26][C:24](=[O:27])[CH3:25])=[CH:4][CH:5]=2)[CH:14]=[CH:13][CH:12]=1)(=[O:17])(=[O:16])[NH2:18], predict the reactants needed to synthesize it. The reactants are: Br[CH2:2][C:3]1[CH:8]=[CH:7][C:6]([C:9]2[CH:14]=[CH:13][CH:12]=[C:11]([S:15]([NH2:18])(=[O:17])=[O:16])[CH:10]=2)=[CH:5][CH:4]=1.C(=O)(O)[O-].[Na+].[C:24]([OH:27])(=[S:26])[CH3:25]. (7) The reactants are: [CH3:1][N:2]1[CH2:8][CH2:7][CH2:6][NH:5][CH2:4][CH2:3]1.F[C:10]1[CH:15]=[CH:14][C:13]([N+:16]([O-:18])=[O:17])=[CH:12][C:11]=1C.N1CCCNCC1. Given the product [CH3:10][C:11]1[CH:12]=[C:13]([N+:16]([O-:18])=[O:17])[CH:14]=[CH:15][C:1]=1[N:2]1[CH2:8][CH2:7][CH2:6][NH:5][CH2:4][CH2:3]1, predict the reactants needed to synthesize it. (8) Given the product [CH2:27]([O:26][C:24](=[O:25])[CH2:23][O:14][C:11]1[CH:12]=[CH:13][C:8]([Cl:7])=[CH:9][C:10]=1[CH:15]1[CH2:21][CH2:20][CH2:19][CH2:18][CH2:17][CH2:16]1)[CH3:28], predict the reactants needed to synthesize it. The reactants are: C(=O)([O-])[O-].[Cs+].[Cs+].[Cl:7][C:8]1[CH:13]=[CH:12][C:11]([OH:14])=[C:10]([CH:15]2[CH2:21][CH2:20][CH2:19][CH2:18][CH2:17][CH2:16]2)[CH:9]=1.Br[CH2:23][C:24]([O:26][CH2:27][CH3:28])=[O:25].Cl.